Dataset: Full USPTO retrosynthesis dataset with 1.9M reactions from patents (1976-2016). Task: Predict the reactants needed to synthesize the given product. (1) Given the product [NH2:31][C:30]1[CH:32]=[C:26]([C:24]2[C:23]3[CH:35]=[C:36]([O:43][CH3:44])[C:37]([O:41][CH3:42])=[C:38]([O:39][CH3:40])[C:22]=3[CH2:21][CH2:20][CH:19]([OH:18])[CH:25]=2)[CH:27]=[CH:28][C:29]=1[O:33][CH3:34], predict the reactants needed to synthesize it. The reactants are: [Si]([O:18][CH:19]1[CH:25]=[C:24]([C:26]2[CH:27]=[CH:28][C:29]([O:33][CH3:34])=[C:30]([CH:32]=2)[NH2:31])[C:23]2[CH:35]=[C:36]([O:43][CH3:44])[C:37]([O:41][CH3:42])=[C:38]([O:39][CH3:40])[C:22]=2[CH2:21][CH2:20]1)(C(C)(C)C)(C1C=CC=CC=1)C1C=CC=CC=1.CCCC[N+](CCCC)(CCCC)CCCC.[F-]. (2) Given the product [CH3:1][O:2][C:3]1[CH:4]=[C:5]([CH2:9][CH2:10][NH:11][C:14]([NH2:15])=[O:13])[CH:6]=[CH:7][CH:8]=1, predict the reactants needed to synthesize it. The reactants are: [CH3:1][O:2][C:3]1[CH:4]=[C:5]([CH2:9][CH2:10][NH2:11])[CH:6]=[CH:7][CH:8]=1.Cl.[O-:13][C:14]#[N:15].[K+]. (3) The reactants are: C([O:3][CH2:4][CH2:5][O:6][NH:7][C:8]([C:10]1[S:18][C:17]2[CH:16]=[CH:15][N:14]=[CH:13][C:12]=2[C:11]=1[NH:19][C:20]1[CH:25]=[CH:24][C:23]([S:26][CH3:27])=[CH:22][C:21]=1[F:28])=[O:9])=C.Cl. Given the product [OH:3][CH2:4][CH2:5][O:6][NH:7][C:8]([C:10]1[S:18][C:17]2[CH:16]=[CH:15][N:14]=[CH:13][C:12]=2[C:11]=1[NH:19][C:20]1[CH:25]=[CH:24][C:23]([S:26][CH3:27])=[CH:22][C:21]=1[F:28])=[O:9], predict the reactants needed to synthesize it. (4) Given the product [Cl:10][C:4]1[CH:3]=[C:2]([N:1]=[C:17]=[S:18])[CH:9]=[CH:8][C:5]=1[C:6]#[N:7], predict the reactants needed to synthesize it. The reactants are: [NH2:1][C:2]1[CH:9]=[CH:8][C:5]([C:6]#[N:7])=[C:4]([Cl:10])[CH:3]=1.C(=O)(O)[O-].[Na+].O.[C:17](Cl)(Cl)=[S:18].